This data is from NCI-60 drug combinations with 297,098 pairs across 59 cell lines. The task is: Regression. Given two drug SMILES strings and cell line genomic features, predict the synergy score measuring deviation from expected non-interaction effect. (1) Drug 1: C1CN1P(=S)(N2CC2)N3CC3. Drug 2: B(C(CC(C)C)NC(=O)C(CC1=CC=CC=C1)NC(=O)C2=NC=CN=C2)(O)O. Cell line: HCT-15. Synergy scores: CSS=34.6, Synergy_ZIP=-3.15, Synergy_Bliss=0.0933, Synergy_Loewe=-31.7, Synergy_HSA=-2.79. (2) Drug 1: C1=CC(=CC=C1CCC2=CNC3=C2C(=O)NC(=N3)N)C(=O)NC(CCC(=O)O)C(=O)O. Drug 2: C(=O)(N)NO. Cell line: MDA-MB-231. Synergy scores: CSS=13.7, Synergy_ZIP=-7.95, Synergy_Bliss=-2.79, Synergy_Loewe=-8.09, Synergy_HSA=-1.51. (3) Drug 1: C1=CC(=CC=C1C#N)C(C2=CC=C(C=C2)C#N)N3C=NC=N3. Drug 2: CCC1(CC2CC(C3=C(CCN(C2)C1)C4=CC=CC=C4N3)(C5=C(C=C6C(=C5)C78CCN9C7C(C=CC9)(C(C(C8N6C=O)(C(=O)OC)O)OC(=O)C)CC)OC)C(=O)OC)O.OS(=O)(=O)O. Cell line: MDA-MB-435. Synergy scores: CSS=9.64, Synergy_ZIP=-0.640, Synergy_Bliss=-0.0636, Synergy_Loewe=-42.4, Synergy_HSA=-3.54.